From a dataset of NCI-60 drug combinations with 297,098 pairs across 59 cell lines. Regression. Given two drug SMILES strings and cell line genomic features, predict the synergy score measuring deviation from expected non-interaction effect. Drug 1: CS(=O)(=O)C1=CC(=C(C=C1)C(=O)NC2=CC(=C(C=C2)Cl)C3=CC=CC=N3)Cl. Drug 2: CN(C)C1=NC(=NC(=N1)N(C)C)N(C)C. Cell line: A549. Synergy scores: CSS=3.20, Synergy_ZIP=-0.402, Synergy_Bliss=3.08, Synergy_Loewe=-4.70, Synergy_HSA=-1.03.